From a dataset of Catalyst prediction with 721,799 reactions and 888 catalyst types from USPTO. Predict which catalyst facilitates the given reaction. (1) Reactant: [C:1]1([NH2:12])[C:6]([F:7])=[C:5]([F:8])[C:4]([F:9])=[C:3]([NH2:10])[C:2]=1[F:11].[ClH:13].Cl.[Cl:15]C1C=CC([C:22]2[CH:27]=[CH:26][C:25]([CH2:28][N:29]3[CH2:34][CH2:33][N:32]([CH2:35][CH2:36][O:37][CH2:38][C:39]([OH:41])=[O:40])[CH2:31][CH2:30]3)=[CH:24][CH:23]=2)=CC=1. Product: [C:1]1([NH2:12])[C:6]([F:7])=[C:5]([F:8])[C:4]([F:9])=[C:3]([NH2:10])[C:2]=1[F:11].[ClH:15].[ClH:13].[CH:2]1[CH:3]=[CH:4][C:5]([CH:28]([N:29]2[CH2:34][CH2:33][N:32]([CH2:35][CH2:36][O:37][CH2:38][C:39]([OH:41])=[O:40])[CH2:31][CH2:30]2)[C:25]2[CH:24]=[CH:23][C:22]([Cl:13])=[CH:27][CH:26]=2)=[CH:6][CH:1]=1. The catalyst class is: 283. (2) Reactant: C(O)(C(F)(F)F)=O.[Cl:8][C:9]1[C:10]([F:46])=[C:11]([NH:15][C:16]2[C:25]3[C:20](=[CH:21][C:22]([O:44][CH3:45])=[C:23]([O:26][C@@H:27]4[CH2:32][CH2:31][N:30](C(OC(C)(C)C)=O)[C@@H:29]([C:40]([NH:42][CH3:43])=[O:41])[CH2:28]4)[CH:24]=3)[N:19]=[CH:18][N:17]=2)[CH:12]=[CH:13][CH:14]=1. Product: [Cl:8][C:9]1[C:10]([F:46])=[C:11]([NH:15][C:16]2[C:25]3[C:20](=[CH:21][C:22]([O:44][CH3:45])=[C:23]([O:26][C@@H:27]4[CH2:32][CH2:31][NH:30][C@@H:29]([C:40]([NH:42][CH3:43])=[O:41])[CH2:28]4)[CH:24]=3)[N:19]=[CH:18][N:17]=2)[CH:12]=[CH:13][CH:14]=1. The catalyst class is: 2. (3) Reactant: [CH3:1][O:2][CH2:3][CH2:4][C:5]1([C:12](OC)=[O:13])[CH2:11][CH2:10][CH2:9][CH2:8][CH2:7][CH2:6]1.[H-].[H-].[H-].[H-].[Li+].[Al+3].[OH-].[Na+]. Product: [CH3:1][O:2][CH2:3][CH2:4][C:5]1([CH2:12][OH:13])[CH2:11][CH2:10][CH2:9][CH2:8][CH2:7][CH2:6]1. The catalyst class is: 27. (4) Reactant: [Cl:1][C:2]1[CH:34]=[CH:33][CH:32]=[C:31]([C:35]([F:38])([F:37])[F:36])[C:3]=1[C:4]([N:6]1[C:14]2[C:9](=[CH:10][CH:11]=[C:12]([C:15]3[NH:19][CH:18]=[N:17][N:16]=3)[CH:13]=2)[C:8]([C:20]2[CH:29]=[CH:28][C:23]([C:24]([O:26]C)=[O:25])=[CH:22][C:21]=2[F:30])=[N:7]1)=[O:5].[Li+].[OH-].Cl. Product: [Cl:1][C:2]1[CH:34]=[CH:33][CH:32]=[C:31]([C:35]([F:38])([F:37])[F:36])[C:3]=1[C:4]([N:6]1[C:14]2[C:9](=[CH:10][CH:11]=[C:12]([C:15]3[NH:19][CH:18]=[N:17][N:16]=3)[CH:13]=2)[C:8]([C:20]2[CH:29]=[CH:28][C:23]([C:24]([OH:26])=[O:25])=[CH:22][C:21]=2[F:30])=[N:7]1)=[O:5]. The catalyst class is: 20. (5) Reactant: Cl[C:2]1[C:3]2[C:4](=[CH:13][N:14](CC3C=CC(OC)=CC=3)[N:15]=2)[N:5]=[C:6]([C:8]2[CH:12]=[CH:11][S:10][CH:9]=2)[N:7]=1.[NH2:25][C:26]1[CH:36]=[CH:35][C:29]2[S:30][CH2:31][C:32](=[O:34])[NH:33][C:28]=2[CH:27]=1.Cl. Product: [S:10]1[CH:11]=[CH:12][C:8]([C:6]2[N:7]=[C:2]([NH:25][C:26]3[CH:36]=[CH:35][C:29]4[S:30][CH2:31][C:32](=[O:34])[NH:33][C:28]=4[CH:27]=3)[C:3]3[NH:15][N:14]=[CH:13][C:4]=3[N:5]=2)=[CH:9]1. The catalyst class is: 71.